This data is from Catalyst prediction with 721,799 reactions and 888 catalyst types from USPTO. The task is: Predict which catalyst facilitates the given reaction. Reactant: [NH2:1][C:2]1[N:34]=[C:5]2[C:6]([C:24]3[CH:29]=[CH:28][CH:27]=[C:26]([C:30]([F:33])([F:32])[F:31])[CH:25]=3)=[C:7]([CH3:23])[C:8]([C:10]3[N:14]([C:15]4[CH:22]=[CH:21][C:18]([C:19]#[N:20])=[CH:17][CH:16]=4)[N:13]=[CH:12][CH:11]=3)=[CH:9][N:4]2[N:3]=1.[CH3:35][S:36](Cl)(=[O:38])=[O:37].O. Product: [C:19]([C:18]1[CH:17]=[CH:16][C:15]([N:14]2[C:10]([C:8]3[C:7]([CH3:23])=[C:6]([C:24]4[CH:29]=[CH:28][CH:27]=[C:26]([C:30]([F:32])([F:33])[F:31])[CH:25]=4)[C:5]4[N:4]([N:3]=[C:2]([NH:1][S:36]([CH3:35])(=[O:38])=[O:37])[N:34]=4)[CH:9]=3)=[CH:11][CH:12]=[N:13]2)=[CH:22][CH:21]=1)#[N:20]. The catalyst class is: 17.